Dataset: Forward reaction prediction with 1.9M reactions from USPTO patents (1976-2016). Task: Predict the product of the given reaction. (1) Given the reactants [CH:1]1([C:4]2[CH:5]=[C:6]([C:29]([O:31][CH2:32][CH3:33])=[O:30])[C:7](=[O:28])[N:8]3[C:13]=2[C:12]([CH3:14])=[C:11]([C:15]2[S:16][C:17](OC4CCCCO4)=[C:18]([F:20])[CH:19]=2)[CH:10]=[CH:9]3)[CH2:3][CH2:2]1.[CH2:34]([OH:36])C.C1(C)C=CC(S([O-])(=O)=O)=CC=1.[NH+]1C=CC=CC=1.C(=O)([O-])O.[Na+], predict the reaction product. The product is: [CH:1]1([C:4]2[CH:5]=[C:6]([C:29]([O:31][CH2:32][CH3:33])=[O:30])[C:7](=[O:28])[N:8]3[C:13]=2[C:12]([CH3:14])=[C:11]([C:15]2[S:16][C:17]([CH2:34][OH:36])=[C:18]([F:20])[CH:19]=2)[CH:10]=[CH:9]3)[CH2:2][CH2:3]1. (2) The product is: [O:1]1[C:5]2[CH:6]=[CH:7][C:8]([C:10]3([C:13]([NH:15][C:16]4[CH:21]=[CH:20][C:19]([CH:22]([O:31][CH2:35][CH2:34][N:33]([CH3:37])[CH3:32])[C:23]5[CH:28]=[CH:27][CH:26]=[CH:25][C:24]=5[O:29][CH3:30])=[CH:18][N:17]=4)=[O:14])[CH2:12][CH2:11]3)=[CH:9][C:4]=2[O:3][CH2:2]1. Given the reactants [O:1]1[C:5]2[CH:6]=[CH:7][C:8]([C:10]3([C:13]([NH:15][C:16]4[CH:21]=[CH:20][C:19]([CH:22]([OH:31])[C:23]5[CH:28]=[CH:27][CH:26]=[CH:25][C:24]=5[O:29][CH3:30])=[CH:18][N:17]=4)=[O:14])[CH2:12][CH2:11]3)=[CH:9][C:4]=2[O:3][CH2:2]1.[CH3:32][N:33]([CH3:37])[CH2:34][CH2:35]O.O1C2C=CC(C3(C(NC4C=CC(C(OCCCO)C5C=CC=CC=5OC)=CN=4)=O)CC3)=CC=2OC1, predict the reaction product. (3) The product is: [C:35]([O:39][C:40](=[O:47])[CH2:41][CH2:42][CH2:43][CH2:44][CH2:45][O:32][C:28]1[CH:29]=[CH:30][CH:31]=[C:26]([CH2:25][C@H:12]([NH:11][C:10](=[O:33])[C@@H:8]([NH:7][C:6]([O:5][C:1]([CH3:4])([CH3:3])[CH3:2])=[O:34])[CH3:9])[C@@H:13]([OH:24])[CH2:14][C@H:15]([C:17](=[O:23])[NH:18][CH2:19][CH2:20][CH2:21][CH3:22])[CH3:16])[CH:27]=1)([CH3:38])([CH3:37])[CH3:36]. Given the reactants [C:1]([O:5][C:6](=[O:34])[NH:7][C@H:8]([C:10](=[O:33])[NH:11][C@@H:12]([CH2:25][C:26]1[CH:31]=[CH:30][CH:29]=[C:28]([OH:32])[CH:27]=1)[C@@H:13]([OH:24])[CH2:14][C@H:15]([C:17](=[O:23])[NH:18][CH2:19][CH2:20][CH2:21][CH3:22])[CH3:16])[CH3:9])([CH3:4])([CH3:3])[CH3:2].[C:35]([O:39][C:40](=[O:47])[CH2:41][CH2:42][CH2:43][CH2:44][CH2:45]Br)([CH3:38])([CH3:37])[CH3:36].O.[I-].[K+], predict the reaction product. (4) Given the reactants [CH3:1][S:2]([C:5]1[CH:6]=[C:7]([C:11]2[S:15][C:14]([CH2:16][NH:17][S:18]([C:21]3[CH:26]=[CH:25][CH:24]=[CH:23][C:22]=3[C:27]([F:30])([F:29])[F:28])(=[O:20])=[O:19])=[CH:13][CH:12]=2)[CH:8]=[CH:9][CH:10]=1)(=[O:4])=[O:3].IC.[C:33](=O)([O-])[O-].[Cs+].[Cs+], predict the reaction product. The product is: [CH3:1][S:2]([C:5]1[CH:6]=[C:7]([C:11]2[S:15][C:14]([CH2:16][N:17]([CH3:33])[S:18]([C:21]3[CH:26]=[CH:25][CH:24]=[CH:23][C:22]=3[C:27]([F:30])([F:28])[F:29])(=[O:20])=[O:19])=[CH:13][CH:12]=2)[CH:8]=[CH:9][CH:10]=1)(=[O:3])=[O:4]. (5) The product is: [Cl:19][C:16]1[CH:15]=[C:3]2[C:2](=[CH:18][CH:17]=1)[NH:1][C:5]([C:9]1[CH:10]=[CH:11][CH:12]=[CH:13][C:8]=1[C:7]([OH:6])=[O:14])=[CH:4]2. Given the reactants [NH2:1][C:2]1[CH:18]=[CH:17][C:16]([Cl:19])=[CH:15][C:3]=1[CH:4]=[C:5]1[C:9]2[CH:10]=[CH:11][CH:12]=[CH:13][C:8]=2[C:7](=[O:14])[O:6]1.[OH-].[Na+].Cl, predict the reaction product. (6) Given the reactants [NH2:1][CH:2]([CH2:12][C:13]1[CH:18]=[CH:17][C:16]([C:19]([CH3:22])([CH3:21])[CH3:20])=[CH:15][CH:14]=1)[CH:3]([C:5]1[CH:10]=[CH:9][CH:8]=[C:7]([Cl:11])[CH:6]=1)[OH:4].[F:23][C:24]1[C:33]2[C:28](=[CH:29][CH:30]=[CH:31][CH:32]=2)[C:27]([C:34](O)=[O:35])=[CH:26][CH:25]=1.Cl.C(N=C=NCCCN(C)C)C.O.ON1C2C=CC=CC=2N=N1, predict the reaction product. The product is: [C:19]([C:16]1[CH:15]=[CH:14][C:13]([CH2:12][CH:2]([NH:1][C:34]([C:27]2[C:28]3[C:33](=[CH:32][CH:31]=[CH:30][CH:29]=3)[C:24]([F:23])=[CH:25][CH:26]=2)=[O:35])[CH:3]([C:5]2[CH:10]=[CH:9][CH:8]=[C:7]([Cl:11])[CH:6]=2)[OH:4])=[CH:18][CH:17]=1)([CH3:22])([CH3:21])[CH3:20]. (7) Given the reactants ClC1C=C(N2CCN(CCC3C=CC=CC=3)CC2)C=CC=1OCOC.[Cl:26][C:27]1[CH:28]=[C:29]([N:37]2[CH2:42][CH2:41][N:40]([CH2:43][C:44]([C:46]3[CH:51]=[CH:50][CH:49]=[CH:48][CH:47]=3)=[O:45])[CH2:39][CH2:38]2)[CH:30]=[CH:31][C:32]=1[O:33]COC, predict the reaction product. The product is: [Cl:26][C:27]1[CH:28]=[C:29]([N:37]2[CH2:38][CH2:39][N:40]([CH2:43][C:44]([C:46]3[CH:47]=[CH:48][CH:49]=[CH:50][CH:51]=3)=[O:45])[CH2:41][CH2:42]2)[CH:30]=[CH:31][C:32]=1[OH:33]. (8) Given the reactants [C:1]([O:5][C:6]([N:8]1[CH2:12][CH2:11][CH2:10][C@H:9]1[CH2:13]I)=[O:7])([CH3:4])([CH3:3])[CH3:2].[Li].[F-].[CH2:17]([N+](CCCC)(CCCC)CCCC)[CH2:18]CC, predict the reaction product. The product is: [C:1]([O:5][C:6]([N:8]1[CH2:12][CH2:11][CH2:10][C@H:9]1[CH2:13][C:17]#[CH:18])=[O:7])([CH3:4])([CH3:3])[CH3:2].